Dataset: Catalyst prediction with 721,799 reactions and 888 catalyst types from USPTO. Task: Predict which catalyst facilitates the given reaction. (1) Reactant: [CH3:1][O:2][C:3](=[O:26])[CH2:4][C:5]1[C:14]([CH3:15])=[C:13](B2OC(C)(C)C(C)(C)O2)[C:12]2[C:7](=[CH:8][CH:9]=[C:10]([Cl:25])[CH:11]=2)[CH:6]=1.Br[C:28]1[CH:33]=[CH:32][C:31]([S:34][C:35]2[CH:40]=[CH:39][C:38]([O:41][C:42]([F:45])([F:44])[F:43])=[CH:37][CH:36]=2)=[CH:30][CH:29]=1.C(=O)(O)[O-].[Na+].O. Product: [CH3:1][O:2][C:3](=[O:26])[CH2:4][C:5]1[C:14]([CH3:15])=[C:13]([C:28]2[CH:29]=[CH:30][C:31]([S:34][C:35]3[CH:40]=[CH:39][C:38]([O:41][C:42]([F:44])([F:43])[F:45])=[CH:37][CH:36]=3)=[CH:32][CH:33]=2)[C:12]2[C:7](=[CH:8][CH:9]=[C:10]([Cl:25])[CH:11]=2)[CH:6]=1. The catalyst class is: 564. (2) The catalyst class is: 16. Product: [F:1][C:2]1[C:9]([O:10][CH3:11])=[CH:8][CH:7]=[CH:6][C:3]=1[CH2:4][C:12]#[N:13]. Reactant: [F:1][C:2]1[C:9]([O:10][CH3:11])=[CH:8][CH:7]=[CH:6][C:3]=1[CH2:4]Cl.[C-:12]#[N:13].[Na+].O. (3) Reactant: Cl[CH2:2][C:3]1[CH:12]=[C:11]2[C:6]([C:7]([Cl:14])=[CH:8][N:9]=[C:10]2[Cl:13])=[CH:5][CH:4]=1.[C:15]([O:19][C:20](=[O:30])[CH2:21][NH:22][CH2:23][C:24]1[CH:29]=[CH:28][CH:27]=[CH:26][CH:25]=1)([CH3:18])([CH3:17])[CH3:16].CCN(CC)CC. Product: [C:15]([O:19][C:20](=[O:30])[CH2:21][N:22]([CH2:23][C:24]1[CH:29]=[CH:28][CH:27]=[CH:26][CH:25]=1)[CH2:2][C:3]1[CH:12]=[C:11]2[C:6]([C:7]([Cl:14])=[CH:8][N:9]=[C:10]2[Cl:13])=[CH:5][CH:4]=1)([CH3:18])([CH3:16])[CH3:17]. The catalyst class is: 1. (4) Reactant: [N:1]([CH:4]([C:6]1[CH:7]=[C:8]2[N:13]([C:14]=1[C:15]#[C:16][CH2:17][CH2:18][CH3:19])[CH:12]=[CH:11][CH:10]=[CH:9]2)[CH3:5])=[N+]=[N-].C1C=CC(P(C2C=CC=CC=2)C2C=CC=CC=2)=CC=1.O. Product: [C:15]([C:14]1[N:13]2[C:8]([CH:9]=[CH:10][CH:11]=[CH:12]2)=[CH:7][C:6]=1[CH:4]([NH2:1])[CH3:5])#[C:16][CH2:17][CH2:18][CH3:19]. The catalyst class is: 1.